Dataset: Full USPTO retrosynthesis dataset with 1.9M reactions from patents (1976-2016). Task: Predict the reactants needed to synthesize the given product. (1) Given the product [ClH:20].[CH3:1][O:2][C:3](=[O:12])[C:4]1[CH:9]=[C:8]([I:10])[CH:7]=[CH:6][C:5]=1[NH:11][NH2:14], predict the reactants needed to synthesize it. The reactants are: [CH3:1][O:2][C:3](=[O:12])[C:4]1[CH:9]=[C:8]([I:10])[CH:7]=[CH:6][C:5]=1[NH2:11].Cl.[N:14]([O-])=O.[Na+].O.O.[Cl:20][Sn]Cl. (2) Given the product [NH:1]([C:8]1[N:13]=[C:12]([C:14]2[N:18]([CH3:19])[C:17]([CH2:20][CH2:21][CH2:22][CH3:23])=[N:16][CH:15]=2)[CH:11]=[CH:10][N:9]=1)[C:2]1[CH:7]=[CH:6][CH:5]=[CH:4][CH:3]=1, predict the reactants needed to synthesize it. The reactants are: [NH:1]([C:8]1[N:13]=[C:12]([C:14]2[N:18]([CH3:19])[C:17]([CH3:20])=[N:16][CH:15]=2)[CH:11]=[CH:10][N:9]=1)[C:2]1[CH:7]=[CH:6][CH:5]=[CH:4][CH:3]=1.[CH2:21]([Li])[CH2:22][CH2:23]C.CCCCCC.C(I)CC. (3) Given the product [O:28]1[C:29]2[CH:30]=[CH:31][C:23]([CH2:22][N:32]3[C:6]([C:13]([OH:15])=[O:14])=[C:5]([C:16]4[CH:21]=[CH:20][CH:19]=[CH:18][CH:17]=4)[C:4]4[C:9](=[CH:10][CH:11]=[C:2]([Cl:1])[CH:3]=4)[C:8]3=[O:12])=[CH:24][C:25]=2[O:26][CH2:27]1, predict the reactants needed to synthesize it. The reactants are: [Cl:1][C:2]1[CH:3]=[C:4]2[C:9](=[CH:10][CH:11]=1)[C:8](=[O:12])O[C:6]([C:13]([OH:15])=[O:14])=[C:5]2[C:16]1[CH:21]=[CH:20][CH:19]=[CH:18][CH:17]=1.[CH2:22]([NH2:32])[C:23]1[CH:31]=[CH:30][C:29]2[O:28][CH2:27][O:26][C:25]=2[CH:24]=1. (4) Given the product [ClH:19].[ClH:45].[CH3:47][O:48][C:11]1[CH:10]=[CH:9][C:14]([CH3:15])=[CH:13][C:12]=1[S:16]([NH:20][C:21]1[CH:22]=[C:23]([CH2:30][N:31]2[CH2:36][CH2:35][NH:34][CH2:33][CH:32]2[CH3:44])[C:24]2[O:28][CH:27]=[CH:26][C:25]=2[CH:29]=1)(=[O:17])=[O:18], predict the reactants needed to synthesize it. The reactants are: N1C=CC=CC=1.CO[C:9]1[C:14]([CH3:15])=[CH:13][C:12]([S:16]([Cl:19])(=[O:18])=[O:17])=[CH:11][CH:10]=1.[NH2:20][C:21]1[CH:22]=[C:23]([CH2:30][N:31]2[CH2:36][CH2:35][N:34](C(OC(C)(C)C)=O)[CH2:33][CH:32]2[CH3:44])[C:24]2[O:28][CH:27]=[CH:26][C:25]=2[CH:29]=1.[ClH:45].C[CH2:47][O:48]CC. (5) Given the product [CH:1]1([C:7]2[CH:8]=[CH:9][C:10]([O:13][C:15]3[C:20]([CH3:21])=[CH:19][C:18]([N+:22]([O-:24])=[O:23])=[C:17]([CH3:25])[CH:16]=3)=[CH:11][CH:12]=2)[CH2:2][CH2:3][CH2:4][CH2:5][CH2:6]1, predict the reactants needed to synthesize it. The reactants are: [CH:1]1([C:7]2[CH:12]=[CH:11][C:10]([OH:13])=[CH:9][CH:8]=2)[CH2:6][CH2:5][CH2:4][CH2:3][CH2:2]1.Cl[C:15]1[C:20]([CH3:21])=[CH:19][C:18]([N+:22]([O-:24])=[O:23])=[C:17]([CH3:25])[CH:16]=1.C(=O)([O-])[O-].[K+].[K+]. (6) Given the product [CH:1]1([C:4]2[C:13]([CH:14]3[CH2:16][CH2:15]3)=[CH:12][C:7]([CH2:8][OH:9])=[C:6]([O:17][CH:18]([CH3:20])[CH3:19])[CH:5]=2)[CH2:2][CH2:3]1, predict the reactants needed to synthesize it. The reactants are: [CH:1]1([C:4]2[C:13]([CH:14]3[CH2:16][CH2:15]3)=[CH:12][C:7]([C:8](OC)=[O:9])=[C:6]([O:17][CH:18]([CH3:20])[CH3:19])[CH:5]=2)[CH2:3][CH2:2]1.[H-].[Al+3].[Li+].[H-].[H-].[H-].O.[OH-].[Na+].